From a dataset of Catalyst prediction with 721,799 reactions and 888 catalyst types from USPTO. Predict which catalyst facilitates the given reaction. Reactant: Cl.[CH3:2][O:3][C:4]1[CH:5]=[C:6]2[C:11](=[CH:12][C:13]=1[CH:14]=[O:15])[CH2:10][NH:9][CH2:8][CH2:7]2.C([O-])([O-])=O.[K+].[K+].[CH2:22](Cl)[C:23]1[CH:28]=[CH:27][CH:26]=[CH:25][CH:24]=1.O. Product: [CH2:22]([N:9]1[CH2:8][CH2:7][C:6]2[C:11](=[CH:12][C:13]([CH:14]=[O:15])=[C:4]([O:3][CH3:2])[CH:5]=2)[CH2:10]1)[C:23]1[CH:28]=[CH:27][CH:26]=[CH:25][CH:24]=1. The catalyst class is: 9.